Dataset: Peptide-MHC class I binding affinity with 185,985 pairs from IEDB/IMGT. Task: Regression. Given a peptide amino acid sequence and an MHC pseudo amino acid sequence, predict their binding affinity value. This is MHC class I binding data. (1) The peptide sequence is KMIDGIGRF. The MHC is HLA-B15:01 with pseudo-sequence HLA-B15:01. The binding affinity (normalized) is 0.513. (2) The MHC is HLA-A03:01 with pseudo-sequence HLA-A03:01. The peptide sequence is ALIVAIWDK. The binding affinity (normalized) is 0.236. (3) The peptide sequence is YKVKYPNL. The MHC is H-2-Kb with pseudo-sequence H-2-Kb. The binding affinity (normalized) is 0.274. (4) The peptide sequence is NYNYKYRYL. The binding affinity (normalized) is 0.186. The MHC is HLA-A24:02 with pseudo-sequence HLA-A24:02. (5) The peptide sequence is SEKTHIHIF. The MHC is HLA-A24:02 with pseudo-sequence HLA-A24:02. The binding affinity (normalized) is 0.0847. (6) The peptide sequence is RALQGAQAV. The MHC is H-2-Kb with pseudo-sequence H-2-Kb. The binding affinity (normalized) is 0.